This data is from Forward reaction prediction with 1.9M reactions from USPTO patents (1976-2016). The task is: Predict the product of the given reaction. (1) Given the reactants [O:1]1[CH2:6][CH2:5][CH:4]([CH2:7][OH:8])[CH2:3][CH2:2]1.CC([O-])(C)C.[K+].C(O[C:20]([N:22]1[CH2:27][CH2:26][CH:25]([C:28]2[C:37]3[C:32](=[CH:33][C:34](F)=[CH:35][CH:36]=3)[N:31]=[CH:30][N:29]=2)[CH2:24][CH2:23]1)=[O:21])(C)(C)C.Cl.[N+](C1C=CC(OC(=O)[NH:51][C:52]2[CH:57]=[CH:56][C:55]([N:58]3[CH2:62][CH2:61][CH2:60][CH2:59]3)=[CH:54][CH:53]=2)=CC=1)([O-])=O, predict the reaction product. The product is: [N:58]1([C:55]2[CH:56]=[CH:57][C:52]([NH:51][C:20]([N:22]3[CH2:23][CH2:24][CH:25]([C:28]4[C:37]5[C:32](=[CH:33][C:34]([O:8][CH2:7][CH:4]6[CH2:5][CH2:6][O:1][CH2:2][CH2:3]6)=[CH:35][CH:36]=5)[N:31]=[CH:30][N:29]=4)[CH2:26][CH2:27]3)=[O:21])=[CH:53][CH:54]=2)[CH2:59][CH2:60][CH2:61][CH2:62]1. (2) The product is: [Br:1][C:2]1[C:3]([F:23])=[C:4]2[C:12](=[C:13]([C:15](=[O:16])[NH2:34])[CH:14]=1)[NH:11][C:10]1[CH2:9][CH:8]([C:18]([O:20][CH2:21][CH3:22])=[O:19])[CH2:7][CH2:6][C:5]2=1. Given the reactants [Br:1][C:2]1[C:3]([F:23])=[C:4]2[C:12](=[C:13]([C:15](O)=[O:16])[CH:14]=1)[NH:11][CH:10]1[CH:5]2[CH2:6][CH2:7][CH:8]([C:18]([O:20][CH2:21][CH3:22])=[O:19])[CH2:9]1.C(Cl)CCl.C1C=CC2N(O)N=[N:34]C=2C=1.[OH-].[NH4+], predict the reaction product. (3) Given the reactants Br[C:2]1[CH:7]=[CH:6][CH:5]=[C:4]([Br:8])[N:3]=1.[C:9]1(B(O)O)[CH:14]=[CH:13][CH:12]=[CH:11][CH:10]=1.C(=O)([O-])[O-].[K+].[K+], predict the reaction product. The product is: [Br:8][C:4]1[CH:5]=[CH:6][CH:7]=[C:2]([C:9]2[CH:14]=[CH:13][CH:12]=[CH:11][CH:10]=2)[N:3]=1. (4) Given the reactants C([O:4][C@@H:5]1[C@@H:10]([O:11]C(=O)C)[C@@H:9]([CH2:15][O:16]C(=O)C)[O:8][C@H:7]([O:20][C:21]2[CH:26]=[CH:25][C:24](B3OC(C)(C)C(C)(C)O3)=[CH:23][CH:22]=2)[C@H:6]1CC([O-])=O)(=O)C.Br[C:41]1[CH:42]=[N:43][CH:44]=[C:45]([CH:50]=1)[C:46]([O:48][CH3:49])=[O:47].C(=O)([O-])[O-:52].[Cs+].[Cs+], predict the reaction product. The product is: [OH:52][C@H:6]1[C@@H:5]([OH:4])[C@H:10]([OH:11])[C@@H:9]([CH2:15][OH:16])[O:8][C@@H:7]1[O:20][C:21]1[CH:22]=[CH:23][C:24]([C:41]2[CH:50]=[C:45]([C:46]([O:48][CH3:49])=[O:47])[CH:44]=[N:43][CH:42]=2)=[CH:25][CH:26]=1. (5) Given the reactants [Cl:1][C:2]1[CH:3]=[C:4]([NH:9][C:10]([N:12]2[CH2:17][CH2:16][N:15]([CH2:18][C@@H:19]3[CH2:24][CH2:23][CH2:22][NH:21][CH2:20]3)[CH2:14][CH2:13]2)=[O:11])[CH:5]=[CH:6][C:7]=1[Cl:8].Br[CH2:26][CH3:27].C(=O)([O-])[O-].[K+].[K+], predict the reaction product. The product is: [Cl:1][C:2]1[CH:3]=[C:4]([NH:9][C:10]([N:12]2[CH2:17][CH2:16][N:15]([CH2:18][C@@H:19]3[CH2:24][CH2:23][CH2:22][N:21]([CH2:26][CH3:27])[CH2:20]3)[CH2:14][CH2:13]2)=[O:11])[CH:5]=[CH:6][C:7]=1[Cl:8]. (6) Given the reactants [CH3:1][C:2]1[N:7]=[C:6]([C:8]2[NH:12][C:11]([CH2:13][C:14]3[CH:19]=[CH:18][C:17]([NH2:20])=[CH:16][CH:15]=3)=[N:10][C:9]=2[C:21]2[CH:22]=[C:23]3[C:28](=[CH:29][CH:30]=2)[N:27]=[CH:26][CH:25]=[CH:24]3)[CH:5]=[CH:4][CH:3]=1.[CH3:31][S:32](Cl)(=[O:34])=[O:33], predict the reaction product. The product is: [CH3:1][C:2]1[N:7]=[C:6]([C:8]2[NH:12][C:11]([CH2:13][C:14]3[CH:15]=[CH:16][C:17]([NH:20][S:32]([CH3:31])(=[O:34])=[O:33])=[CH:18][CH:19]=3)=[N:10][C:9]=2[C:21]2[CH:22]=[C:23]3[C:28](=[CH:29][CH:30]=2)[N:27]=[CH:26][CH:25]=[CH:24]3)[CH:5]=[CH:4][CH:3]=1. (7) Given the reactants [C:1]12([NH2:11])[CH2:10][CH:5]3[CH2:6][CH:7]([CH2:9][CH:3]([CH2:4]3)[CH2:2]1)[CH2:8]2.Cl[CH2:13][C:14]1[N:18]=[C:17]([C:19]2[CH:24]=[CH:23][CH:22]=[CH:21][C:20]=2[O:25][CH3:26])[O:16][N:15]=1, predict the reaction product. The product is: [CH3:26][O:25][C:20]1[CH:21]=[CH:22][CH:23]=[CH:24][C:19]=1[C:17]1[O:16][N:15]=[C:14]([CH2:13][NH:11][C:1]23[CH2:8][CH:7]4[CH2:6][CH:5]([CH2:4][CH:3]([CH2:9]4)[CH2:2]2)[CH2:10]3)[N:18]=1.